From a dataset of hERG potassium channel inhibition data for cardiac toxicity prediction from Karim et al.. Regression/Classification. Given a drug SMILES string, predict its toxicity properties. Task type varies by dataset: regression for continuous values (e.g., LD50, hERG inhibition percentage) or binary classification for toxic/non-toxic outcomes (e.g., AMES mutagenicity, cardiotoxicity, hepatotoxicity). Dataset: herg_karim. The result is 0 (non-blocker). The compound is O=C(CN1C(C(=O)c2ccccc2)=C(O)c2ccccc2S1(=O)=O)c1ccccc1.